This data is from Full USPTO retrosynthesis dataset with 1.9M reactions from patents (1976-2016). The task is: Predict the reactants needed to synthesize the given product. (1) Given the product [CH2:1]([N:8]1[C:16]2[C:11](=[CH:12][C:13]([NH:17][C:18]3[CH:23]=[CH:22][C:21]([Cl:24])=[CH:20][C:19]=3[C:25]([O:27][CH3:28])=[O:26])=[CH:14][CH:15]=2)[CH:10]=[C:9]1[C:29](=[O:30])[NH:42][CH3:46])[C:2]1[CH:3]=[CH:4][CH:5]=[CH:6][CH:7]=1, predict the reactants needed to synthesize it. The reactants are: [CH2:1]([N:8]1[C:16]2[C:11](=[CH:12][C:13]([NH:17][C:18]3[CH:23]=[CH:22][C:21]([Cl:24])=[CH:20][C:19]=3[C:25]([O:27][CH3:28])=[O:26])=[CH:14][CH:15]=2)[CH:10]=[C:9]1[C:29](O)=[O:30])[C:2]1[CH:7]=[CH:6][CH:5]=[CH:4][CH:3]=1.Cl.CN.F[P-](F)(F)(F)(F)F.[N:42]1(OC(N(C)C)=[N+](C)C)[C:46]2N=CC=CC=2N=N1.Cl. (2) Given the product [CH:15]1([C:18]2[CH:23]=[CH:22][C:21]([O:24][CH:9]3[CH2:8][CH2:7][N:6]([C:5]4[CH:7]=[CH:8][C:9]([O:10][CH2:11][CH2:12][S:13][CH3:14])=[C:3]([O:2][CH3:1])[CH:4]=4)[C:3]3=[O:2])=[CH:20][CH:19]=2)[CH2:17][CH2:16]1, predict the reactants needed to synthesize it. The reactants are: [CH3:1][O:2][C:3]1[CH:4]=[C:5]([CH:7]=[CH:8][C:9]=1[O:10][CH2:11][CH2:12][S:13][CH3:14])[NH2:6].[CH:15]1([C:18]2[CH:23]=[CH:22][C:21]([OH:24])=[CH:20][CH:19]=2)[CH2:17][CH2:16]1.